From a dataset of Catalyst prediction with 721,799 reactions and 888 catalyst types from USPTO. Predict which catalyst facilitates the given reaction. (1) Reactant: [CH3:1][N:2]1[CH2:7][CH2:6][N:5]([C:8]2[CH:13]=[CH:12][C:11]([N+:14]([O-])=O)=[C:10]([N:17]3[CH2:22][CH2:21][CH2:20][CH2:19][CH2:18]3)[CH:9]=2)[CH2:4][CH2:3]1. Product: [CH3:1][N:2]1[CH2:3][CH2:4][N:5]([C:8]2[CH:13]=[CH:12][C:11]([NH2:14])=[C:10]([N:17]3[CH2:22][CH2:21][CH2:20][CH2:19][CH2:18]3)[CH:9]=2)[CH2:6][CH2:7]1. The catalyst class is: 19. (2) Reactant: [H-].[Na+].[CH3:3][O:4][C:5]1[C:15]([O:16][CH3:17])=[C:14]([O:18][CH3:19])[CH:13]=[CH:12][C:6]=1[C:7]([O:9]CC)=O.[CH3:20][C:21]([C:23]1[CH:28]=[CH:27][CH:26]=[C:25]([O:29][CH3:30])[CH:24]=1)=[O:22]. Product: [CH3:30][O:29][C:25]1[CH:24]=[C:23]([C:21](=[O:22])[CH2:20][C:7]([C:6]2[CH:12]=[CH:13][C:14]([O:18][CH3:19])=[C:15]([O:16][CH3:17])[C:5]=2[O:4][CH3:3])=[O:9])[CH:28]=[CH:27][CH:26]=1. The catalyst class is: 12. (3) Reactant: Cl[C:2]1[N:7]=[CH:6][C:5]([C:8]2[CH:13]=[CH:12][N:11]=[C:10]([NH:14][C:15]3[CH:16]=[C:17]([NH:22][C:23](=[O:34])[C:24]4[CH:29]=[CH:28][CH:27]=[C:26]([C:30]([F:33])([F:32])[F:31])[CH:25]=4)[CH:18]=[CH:19][C:20]=3[CH3:21])[N:9]=2)=[CH:4][CH:3]=1.[CH3:35][O:36][CH2:37][CH2:38][NH2:39]. Product: [CH3:35][O:36][CH2:37][CH2:38][NH:39][C:2]1[N:7]=[CH:6][C:5]([C:8]2[CH:13]=[CH:12][N:11]=[C:10]([NH:14][C:15]3[CH:16]=[C:17]([NH:22][C:23](=[O:34])[C:24]4[CH:29]=[CH:28][CH:27]=[C:26]([C:30]([F:33])([F:32])[F:31])[CH:25]=4)[CH:18]=[CH:19][C:20]=3[CH3:21])[N:9]=2)=[CH:4][CH:3]=1. The catalyst class is: 6. (4) Reactant: [N:1]([CH2:4][CH2:5][CH2:6][CH2:7][N:8]1[C@H:12](/[CH:13]=[N:14]/[S@](C(C)(C)C)=O)[C@:11]([C@H:22]([O:25][Si:26]([C:39]([CH3:42])([CH3:41])[CH3:40])([C:33]2[CH:38]=[CH:37][CH:36]=[CH:35][CH:34]=2)[C:27]2[CH:32]=[CH:31][CH:30]=[CH:29][CH:28]=2)[CH2:23][CH3:24])([CH3:21])[O:10][C:9]1=[O:43])=[N+:2]=[N-:3].[CH2:44]([Mg]Br)[CH:45]=[CH2:46].[Cl-].[NH4+].Cl. Product: [NH2:14][C@@H:13]([C@@H:12]1[C@:11]([C@H:22]([O:25][Si:26]([C:39]([CH3:42])([CH3:40])[CH3:41])([C:33]2[CH:34]=[CH:35][CH:36]=[CH:37][CH:38]=2)[C:27]2[CH:28]=[CH:29][CH:30]=[CH:31][CH:32]=2)[CH2:23][CH3:24])([CH3:21])[O:10][C:9](=[O:43])[N:8]1[CH2:7][CH2:6][CH2:5][CH2:4][N:1]=[N+:2]=[N-:3])[CH2:46][CH:45]=[CH2:44]. The catalyst class is: 96. (5) Reactant: [F:1][C:2]1[CH:7]=[CH:6][CH:5]=[C:4]([N+:8]([O-])=O)[C:3]=1[NH:11][CH2:12][CH2:13][OH:14].[CH:15](O)=O. Product: [F:1][C:2]1[C:3]2[N:11]([CH2:12][CH2:13][OH:14])[CH:15]=[N:8][C:4]=2[CH:5]=[CH:6][CH:7]=1. The catalyst class is: 45. (6) Reactant: Br[C:2]1[CH:7]=[CH:6][CH:5]=[CH:4][CH:3]=1.[NH2:8][C@H:9]1[C:18]2[C:13](=[CH:14][CH:15]=[CH:16][CH:17]=2)[N:12]([C:19](=[O:21])[CH3:20])[C@@H:11]([CH3:22])[C@@H:10]1[CH3:23].CN(C1C(C2C(P(C3CCCCC3)C3CCCCC3)=CC=CC=2)=CC=CC=1)C.CC(C)([O-])C.[Na+]. Product: [CH3:22][C@H:11]1[C@H:10]([CH3:23])[C@@H:9]([NH:8][C:2]2[CH:7]=[CH:6][CH:5]=[CH:4][CH:3]=2)[C:18]2[C:13](=[CH:14][CH:15]=[CH:16][CH:17]=2)[N:12]1[C:19](=[O:21])[CH3:20]. The catalyst class is: 62.